Dataset: Peptide-MHC class II binding affinity with 134,281 pairs from IEDB. Task: Regression. Given a peptide amino acid sequence and an MHC pseudo amino acid sequence, predict their binding affinity value. This is MHC class II binding data. (1) The peptide sequence is EMGANLCVERVLDCR. The MHC is HLA-DQA10201-DQB10303 with pseudo-sequence HLA-DQA10201-DQB10303. The binding affinity (normalized) is 0.486. (2) The peptide sequence is DRPFQLFEFYAREPDV. The MHC is HLA-DPA10301-DPB10402 with pseudo-sequence HLA-DPA10301-DPB10402. The binding affinity (normalized) is 0.720. (3) The peptide sequence is MQVKVSKGAPCRIPV. The MHC is DRB1_1301 with pseudo-sequence DRB1_1301. The binding affinity (normalized) is 0.614. (4) The peptide sequence is ASPMLYQLLEAVYGN. The MHC is DRB1_0101 with pseudo-sequence DRB1_0101. The binding affinity (normalized) is 0.798. (5) The peptide sequence is RSALILRGSVAHKSC. The MHC is DRB1_0101 with pseudo-sequence DRB1_0101. The binding affinity (normalized) is 0.763. (6) The peptide sequence is ITKLGAKPDGKTDCT. The MHC is HLA-DQA10501-DQB10301 with pseudo-sequence HLA-DQA10501-DQB10301. The binding affinity (normalized) is 0.206. (7) The peptide sequence is IFSGNMNIKLKMPMY. The MHC is DRB1_0301 with pseudo-sequence DRB1_0301. The binding affinity (normalized) is 0.0379. (8) The MHC is HLA-DQA10102-DQB10602 with pseudo-sequence HLA-DQA10102-DQB10602. The binding affinity (normalized) is 0. The peptide sequence is EMPSEEGYQDYEPEA. (9) The peptide sequence is YDKFLENVSTVLTGK. The MHC is DRB1_0701 with pseudo-sequence DRB1_0701. The binding affinity (normalized) is 0.741. (10) The peptide sequence is AAATAGTTVYGAFDA. The MHC is HLA-DPA10103-DPB10601 with pseudo-sequence HLA-DPA10103-DPB10601. The binding affinity (normalized) is 0.117.